Dataset: Forward reaction prediction with 1.9M reactions from USPTO patents (1976-2016). Task: Predict the product of the given reaction. (1) Given the reactants C([NH:4][C:5]1[CH:10]=[C:9]([C:11]2[CH:16]=[CH:15][C:14]([Cl:17])=[C:13]([O:18][CH3:19])[C:12]=2[F:20])[N:8]=[C:7]([C:21]([O:23][CH3:24])=[O:22])[C:6]=1[Cl:25])(=O)C.Cl.C(=O)([O-])[O-].[K+].[K+], predict the reaction product. The product is: [NH2:4][C:5]1[CH:10]=[C:9]([C:11]2[CH:16]=[CH:15][C:14]([Cl:17])=[C:13]([O:18][CH3:19])[C:12]=2[F:20])[N:8]=[C:7]([C:21]([O:23][CH3:24])=[O:22])[C:6]=1[Cl:25]. (2) The product is: [CH3:23][S:24]([N:27]1[CH2:31][CH2:30][CH2:29][CH:28]1[CH:32]=[O:33])(=[O:26])=[O:25]. Given the reactants CC(OI1(OC(C)=O)(OC(C)=O)OC(=O)C2C=CC=CC1=2)=O.[CH3:23][S:24]([N:27]1[CH2:31][CH2:30][CH2:29][CH:28]1[CH2:32][OH:33])(=[O:26])=[O:25], predict the reaction product. (3) Given the reactants [O:1]=[C:2]1[N:11]([CH2:12][C:13]2[CH:26]=[CH:25][C:16]([C:17]([NH:19][CH2:20][CH2:21][CH2:22][O:23][CH3:24])=[O:18])=[CH:15][CH:14]=2)[C:10](=[O:27])[C:9]2[C:4](=[CH:5][CH:6]=[CH:7][CH:8]=2)[NH:3]1.[N+:28]([C:31]1[CH:38]=[CH:37][C:34]([CH2:35]Cl)=[CH:33][CH:32]=1)([O-:30])=[O:29].C(=O)([O-])[O-].[K+].[K+], predict the reaction product. The product is: [CH3:24][O:23][CH2:22][CH2:21][CH2:20][NH:19][C:17](=[O:18])[C:16]1[CH:25]=[CH:26][C:13]([CH2:12][N:11]2[C:10](=[O:27])[C:9]3[C:4](=[CH:5][CH:6]=[CH:7][CH:8]=3)[N:3]([CH2:35][C:34]3[CH:37]=[CH:38][C:31]([N+:28]([O-:30])=[O:29])=[CH:32][CH:33]=3)[C:2]2=[O:1])=[CH:14][CH:15]=1. (4) Given the reactants [Cl:1][C:2]1[CH:7]=[C:6]([CH3:8])[CH:5]=[CH:4][C:3]=1[CH2:9][CH:10]([CH3:14])[C:11](Cl)=[O:12].[Al+3].[Cl-].[Cl-].[Cl-], predict the reaction product. The product is: [Cl:1][C:2]1[CH:7]=[C:6]([CH3:8])[CH:5]=[C:4]2[C:3]=1[CH2:9][CH:10]([CH3:14])[C:11]2=[O:12].